Dataset: Forward reaction prediction with 1.9M reactions from USPTO patents (1976-2016). Task: Predict the product of the given reaction. (1) Given the reactants [N:1]([O-])=O.[Na+].[NH2:5][C:6]1[CH:11]=[CH:10][C:9]([CH2:12][C:13]([NH:15][CH3:16])=[O:14])=[CH:8][CH:7]=1.O.O.[Sn](Cl)[Cl:20], predict the reaction product. The product is: [ClH:20].[NH:5]([C:6]1[CH:7]=[CH:8][C:9]([CH2:12][C:13]([NH:15][CH3:16])=[O:14])=[CH:10][CH:11]=1)[NH2:1]. (2) Given the reactants [CH3:1][C:2]1[CH:11]=[CH:10][C:9]2[C:4](=[CH:5][CH:6]=[C:7]3[O:15][CH2:14][C@H:13]([CH2:16]OS(C4C=CC(Br)=CC=4)(=O)=O)[O:12][C:8]3=2)[N:3]=1.[NH:28]1[CH2:31][CH:30]([CH2:32][CH2:33][N:34]2[C:42]3[C:37](=[CH:38][CH:39]=[C:40]([F:43])[CH:41]=3)[CH:36]=[CH:35]2)[CH2:29]1.C(N(CC)CC)C, predict the reaction product. The product is: [F:43][C:40]1[CH:41]=[C:42]2[C:37]([CH:36]=[CH:35][N:34]2[CH2:33][CH2:32][CH:30]2[CH2:31][N:28]([CH2:16][CH:13]3[O:12][C:8]4=[C:9]5[C:4](=[CH:5][CH:6]=[C:7]4[O:15][CH2:14]3)[N:3]=[C:2]([CH3:1])[CH:11]=[CH:10]5)[CH2:29]2)=[CH:38][CH:39]=1. (3) Given the reactants [CH:1]([NH:4][CH2:5][CH:6]1[CH2:10][O:9][C:8]([CH3:12])([CH3:11])[N:7]1[C:13]([O:15][C:16]([CH3:19])([CH3:18])[CH3:17])=[O:14])([CH3:3])[CH3:2].[CH2:20]([O:27][C:28]1[C:33](=[O:34])[CH:32]=[C:31]([CH2:35][O:36][CH:37]2[CH2:42][CH2:41][CH2:40][CH2:39][O:38]2)[O:30][C:29]=1[C:43](O)=[O:44])[C:21]1[CH:26]=[CH:25][CH:24]=[CH:23][CH:22]=1.CN(C(ON1N=NC2C=CC=NC1=2)=[N+](C)C)C.F[P-](F)(F)(F)(F)F.CCN(C(C)C)C(C)C, predict the reaction product. The product is: [CH2:20]([O:27][C:28]1[C:33](=[O:34])[CH:32]=[C:31]([CH2:35][O:36][CH:37]2[CH2:42][CH2:41][CH2:40][CH2:39][O:38]2)[O:30][C:29]=1[C:43]([N:4]([CH2:5][CH:6]1[CH2:10][O:9][C:8]([CH3:11])([CH3:12])[N:7]1[C:13]([O:15][C:16]([CH3:17])([CH3:18])[CH3:19])=[O:14])[CH:1]([CH3:3])[CH3:2])=[O:44])[C:21]1[CH:22]=[CH:23][CH:24]=[CH:25][CH:26]=1. (4) The product is: [CH2:20]([NH:21][C:23]([NH:12][CH2:2][C:3]1[CH:11]=[CH:10][C:8]([OH:9])=[C:5]([O:6][CH3:7])[CH:4]=1)=[O:24])[CH2:5][CH2:4][CH2:3][CH2:11][CH2:10][CH2:18][CH3:19]. Given the reactants Cl.[CH2:2]([NH2:12])[C:3]1[CH:11]=[CH:10][C:8]([OH:9])=[C:5]([O:6][CH3:7])[CH:4]=1.C(N([CH2:18][CH3:19])CC)C.[CH3:20][N:21]([CH:23]=[O:24])C, predict the reaction product. (5) The product is: [C:1]([O:5][C:6](=[O:33])[C@@H:7]([NH:25][C:26]([O:28][C:29]([CH3:32])([CH3:31])[CH3:30])=[O:27])[CH2:8][C@H:9]([CH2:17][C:18]1[CH:23]=[CH:22][C:21]([Sn:38]([CH2:52][CH2:53][CH2:54][CH3:55])([CH2:56][CH2:57][CH2:58][CH3:59])[CH2:34][CH2:35][CH2:36][CH3:37])=[CH:20][CH:19]=1)[C:10]([O:12][C:13]([CH3:16])([CH3:15])[CH3:14])=[O:11])([CH3:4])([CH3:3])[CH3:2]. Given the reactants [C:1]([O:5][C:6](=[O:33])[C@@H:7]([NH:25][C:26]([O:28][C:29]([CH3:32])([CH3:31])[CH3:30])=[O:27])[CH2:8][C@H:9]([CH2:17][C:18]1[CH:23]=[CH:22][C:21](I)=[CH:20][CH:19]=1)[C:10]([O:12][C:13]([CH3:16])([CH3:15])[CH3:14])=[O:11])([CH3:4])([CH3:3])[CH3:2].[CH2:34]([Sn:38]([CH2:56][CH2:57][CH2:58][CH3:59])([CH2:52][CH2:53][CH2:54][CH3:55])[Sn:38]([CH2:52][CH2:53][CH2:54][CH3:55])([CH2:56][CH2:57][CH2:58][CH3:59])[CH2:34][CH2:35][CH2:36][CH3:37])[CH2:35][CH2:36][CH3:37], predict the reaction product.